The task is: Regression. Given two drug SMILES strings and cell line genomic features, predict the synergy score measuring deviation from expected non-interaction effect.. This data is from NCI-60 drug combinations with 297,098 pairs across 59 cell lines. (1) Cell line: NCI-H226. Drug 1: CCC1(C2=C(COC1=O)C(=O)N3CC4=CC5=C(C=CC(=C5CN(C)C)O)N=C4C3=C2)O.Cl. Synergy scores: CSS=53.5, Synergy_ZIP=5.28, Synergy_Bliss=4.42, Synergy_Loewe=1.33, Synergy_HSA=7.42. Drug 2: CC1C(C(CC(O1)OC2CC(CC3=C2C(=C4C(=C3O)C(=O)C5=C(C4=O)C(=CC=C5)OC)O)(C(=O)CO)O)N)O.Cl. (2) Drug 1: C(CC(=O)O)C(=O)CN.Cl. Drug 2: C1CN(P(=O)(OC1)NCCCl)CCCl. Cell line: LOX IMVI. Synergy scores: CSS=26.6, Synergy_ZIP=-6.53, Synergy_Bliss=-3.18, Synergy_Loewe=-12.8, Synergy_HSA=-2.98. (3) Drug 1: CN1C2=C(C=C(C=C2)N(CCCl)CCCl)N=C1CCCC(=O)O.Cl. Drug 2: C(CC(=O)O)C(=O)CN.Cl. Cell line: RXF 393. Synergy scores: CSS=3.37, Synergy_ZIP=-1.06, Synergy_Bliss=-0.524, Synergy_Loewe=-0.638, Synergy_HSA=-0.550. (4) Cell line: OVCAR3. Drug 1: CNC(=O)C1=CC=CC=C1SC2=CC3=C(C=C2)C(=NN3)C=CC4=CC=CC=N4. Drug 2: CC1CCCC2(C(O2)CC(NC(=O)CC(C(C(=O)C(C1O)C)(C)C)O)C(=CC3=CSC(=N3)C)C)C. Synergy scores: CSS=5.86, Synergy_ZIP=2.01, Synergy_Bliss=3.60, Synergy_Loewe=-3.31, Synergy_HSA=-0.0885. (5) Drug 1: CCCCCOC(=O)NC1=NC(=O)N(C=C1F)C2C(C(C(O2)C)O)O. Drug 2: C(CC(=O)O)C(=O)CN.Cl. Cell line: SN12C. Synergy scores: CSS=3.97, Synergy_ZIP=-2.57, Synergy_Bliss=-2.36, Synergy_Loewe=-0.885, Synergy_HSA=-1.65. (6) Drug 1: C1=CC(=CC=C1CCCC(=O)O)N(CCCl)CCCl. Drug 2: CC1=C(C=C(C=C1)C(=O)NC2=CC(=CC(=C2)C(F)(F)F)N3C=C(N=C3)C)NC4=NC=CC(=N4)C5=CN=CC=C5. Cell line: SK-MEL-28. Synergy scores: CSS=12.4, Synergy_ZIP=-2.25, Synergy_Bliss=-1.86, Synergy_Loewe=-5.33, Synergy_HSA=-5.25. (7) Synergy scores: CSS=50.4, Synergy_ZIP=3.51, Synergy_Bliss=2.30, Synergy_Loewe=-11.1, Synergy_HSA=2.09. Drug 1: CC(C)CN1C=NC2=C1C3=CC=CC=C3N=C2N. Cell line: BT-549. Drug 2: CC1CCCC2(C(O2)CC(NC(=O)CC(C(C(=O)C(C1O)C)(C)C)O)C(=CC3=CSC(=N3)C)C)C. (8) Drug 1: C1CCN(CC1)CCOC2=CC=C(C=C2)C(=O)C3=C(SC4=C3C=CC(=C4)O)C5=CC=C(C=C5)O. Drug 2: CN1CCC(CC1)COC2=C(C=C3C(=C2)N=CN=C3NC4=C(C=C(C=C4)Br)F)OC. Cell line: M14. Synergy scores: CSS=-5.58, Synergy_ZIP=4.31, Synergy_Bliss=5.28, Synergy_Loewe=-0.525, Synergy_HSA=-0.0893.